This data is from Reaction yield outcomes from USPTO patents with 853,638 reactions. The task is: Predict the reaction yield, written as a fraction of the theoretical maximum amount of product (1.0 means a 100% yield; for example, 0.34 means a 34% yield). The product is [CH3:1][N:2]1[CH2:12][CH2:11][C:5]2([S:9][CH2:8][C:7](=[O:10])[N:6]2[CH2:20][N:15]2[CH2:19][CH2:18][CH2:17][CH2:16]2)[CH2:4][CH2:3]1. The reactants are [CH3:1][N:2]1[CH2:12][CH2:11][C:5]2([S:9][CH2:8][C:7](=[O:10])[NH:6]2)[CH2:4][CH2:3]1.C=O.[NH:15]1[CH2:19][CH2:18][CH2:17][CH2:16]1.[C:20]1(C)C=CC=CC=1. The yield is 0.630. The catalyst is C(O)C.